The task is: Predict the product of the given reaction.. This data is from Forward reaction prediction with 1.9M reactions from USPTO patents (1976-2016). (1) Given the reactants [CH2:1]([O:8][C:9]1[CH:14]=[CH:13][C:12]([C:15]2[N:20]=[C:19](N[C@H](C(O)=O)CC3C=CC=CC=3)[N:18]=[CH:17][CH:16]=2)=[CH:11][CH:10]=1)[C:2]1[CH:7]=[CH:6][CH:5]=[CH:4][CH:3]=1.[Si:33]([O:40][NH2:41])([C:36]([CH3:39])([CH3:38])[CH3:37])([CH3:35])[CH3:34].O.ON1[C:48]2[CH:49]=[CH:50][CH:51]=[CH:52][C:47]=2N=N1.Cl.C(N=C=NC[CH2:60][CH2:61][N:62](C)C)C.CN([CH:68]=[O:69])C, predict the reaction product. The product is: [CH2:1]([O:8][C:9]1[CH:10]=[CH:11][C:12]([C:15]2[N:20]=[CH:19][N:18]=[C:17]([N:41]([O:40][Si:33]([C:36]([CH3:39])([CH3:38])[CH3:37])([CH3:35])[CH3:34])[C:68](=[O:69])[C@H:61]([CH2:60][C:47]3[CH:52]=[CH:51][CH:50]=[CH:49][CH:48]=3)[NH2:62])[CH:16]=2)=[CH:13][CH:14]=1)[C:2]1[CH:3]=[CH:4][CH:5]=[CH:6][CH:7]=1. (2) Given the reactants Cl[C:2]1[CH:3]2[CH2:13][CH2:12][CH:6]([C:7](Cl)(Cl)[C:8]=1[Cl:9])[CH:5]=[CH:4]2.C(O)(=[O:16])C.[OH2:18], predict the reaction product. The product is: [Cl:9][CH:8]1[C:7](=[O:18])[CH:6]2[CH2:12][CH2:13][CH:3]([CH:4]=[CH:5]2)[C:2]1=[O:16]. (3) The product is: [F:12][C:9]([F:10])([F:11])[C:7]1[CH:6]=[C:5]([C@H:13]([N:15]([CH3:32])[C:16]([N:18]2[CH2:23][CH:22]3[C@@:20]([CH2:24][O:25][S:43]([CH3:42])(=[O:45])=[O:44])([CH2:21]3)[C@@H:19]2[C:26]2[CH:27]=[CH:28][CH:29]=[CH:30][CH:31]=2)=[O:17])[CH3:14])[CH:4]=[C:3]([C:2]([F:1])([F:33])[F:34])[CH:8]=1. Given the reactants [F:1][C:2]([F:34])([F:33])[C:3]1[CH:4]=[C:5]([C@H:13]([N:15]([CH3:32])[C:16]([N:18]2[CH2:23][CH:22]3[C@@:20]([CH2:24][OH:25])([CH2:21]3)[C@@H:19]2[C:26]2[CH:31]=[CH:30][CH:29]=[CH:28][CH:27]=2)=[O:17])[CH3:14])[CH:6]=[C:7]([C:9]([F:12])([F:11])[F:10])[CH:8]=1.C(N(CC)CC)C.[CH3:42][S:43](Cl)(=[O:45])=[O:44], predict the reaction product. (4) The product is: [C:13]([OH:32])(=[O:14])[C:12]([OH:11])=[O:26].[C:13]([OH:32])(=[O:14])[C:12]([OH:11])=[O:26].[Cl:25][C:18]1[C:19]2[C:24](=[CH:23][CH:22]=[CH:21][CH:20]=2)[C:15]([O:14][CH2:13][CH2:12][NH:27][CH2:28][CH2:29][NH:30][S:31]([C:34]2[C:35]3[CH:36]=[CH:37][N:38]=[CH:39][C:40]=3[CH:41]=[CH:42][CH:43]=2)(=[O:33])=[O:32])=[CH:16][CH:17]=1. Given the reactants CC(C[AlH]CC(C)C)C.C[O:11][C:12](=[O:26])[CH2:13][O:14][C:15]1[C:24]2[C:19](=[CH:20][CH:21]=[CH:22][CH:23]=2)[C:18]([Cl:25])=[CH:17][CH:16]=1.[NH2:27][CH2:28][CH2:29][NH:30][S:31]([C:34]1[C:35]2[CH:36]=[CH:37][N:38]=[CH:39][C:40]=2[CH:41]=[CH:42][CH:43]=1)(=[O:33])=[O:32], predict the reaction product.